This data is from Reaction yield outcomes from USPTO patents with 853,638 reactions. The task is: Predict the reaction yield, written as a fraction of the theoretical maximum amount of product (1.0 means a 100% yield; for example, 0.34 means a 34% yield). (1) The reactants are [NH2:1][C:2]1[CH:6]=[CH:5][O:4][N:3]=1.[Br:7][C:8]1[CH:13]=[C:12]([C:14]([F:17])([F:16])[F:15])[CH:11]=[CH:10][C:9]=1[N:18]1[C:27]2[C:22](=[CH:23][C:24]([S:28](Cl)(=[O:30])=[O:29])=[CH:25][CH:26]=2)[CH:21]=[CH:20][C:19]1=[O:32].[Li+].C[Si]([N-][Si](C)(C)C)(C)C. The catalyst is C1COCC1. The product is [Br:7][C:8]1[CH:13]=[C:12]([C:14]([F:17])([F:16])[F:15])[CH:11]=[CH:10][C:9]=1[N:18]1[C:27]2[C:22](=[CH:23][C:24]([S:28]([NH:1][C:2]3[CH:6]=[CH:5][O:4][N:3]=3)(=[O:30])=[O:29])=[CH:25][CH:26]=2)[CH:21]=[CH:20][C:19]1=[O:32]. The yield is 0.331. (2) The reactants are [Br:1][C:2]1[CH:11]=[CH:10][C:5]2[N:6]=[C:7]([CH3:9])[NH:8][C:4]=2[CH:3]=1.[C:12](O[C:12]([O:14][C:15]([CH3:18])([CH3:17])[CH3:16])=[O:13])([O:14][C:15]([CH3:18])([CH3:17])[CH3:16])=[O:13].CCN(CC)CC. The catalyst is C1COCC1. The product is [Br:1][C:2]1[CH:11]=[CH:10][C:5]2[N:6]([C:12]([O:14][C:15]([CH3:18])([CH3:17])[CH3:16])=[O:13])[C:7]([CH3:9])=[N:8][C:4]=2[CH:3]=1. The yield is 0.890. (3) The reactants are [CH:1]1([N:4]([CH:32]2[CH2:34][CH2:33]2)[C:5]([C:7]2[N:29]([CH2:30][CH3:31])[C:10]3=[N:11][C:12]([NH:19][C:20]4[S:21][C:22]([C:26](O)=[O:27])=[C:23]([CH3:25])[N:24]=4)=[C:13]4[N:17]=[CH:16][N:15]([CH3:18])[C:14]4=[C:9]3[CH:8]=2)=[O:6])[CH2:3][CH2:2]1.[CH3:35][NH:36][CH3:37].CN(C(ON1N=NC2C=CC=NC1=2)=[N+](C)C)C.F[P-](F)(F)(F)(F)F.N1C(C)=CC=CC=1C. The catalyst is CN(C=O)C. The product is [CH:32]1([N:4]([CH:1]2[CH2:3][CH2:2]2)[C:5]([C:7]2[N:29]([CH2:30][CH3:31])[C:10]3=[N:11][C:12]([NH:19][C:20]4[S:21][C:22]([C:26]([N:36]([CH3:37])[CH3:35])=[O:27])=[C:23]([CH3:25])[N:24]=4)=[C:13]4[N:17]=[CH:16][N:15]([CH3:18])[C:14]4=[C:9]3[CH:8]=2)=[O:6])[CH2:33][CH2:34]1. The yield is 0.300.